Predict which catalyst facilitates the given reaction. From a dataset of Catalyst prediction with 721,799 reactions and 888 catalyst types from USPTO. (1) Reactant: [NH2:1][C@@H:2]1[CH2:7][CH2:6][CH2:5][C@H:4]([C:8]([O:10][CH2:11][CH3:12])=[O:9])[CH2:3]1.C(N(CC)CC)C.[N+:20]([C:23]1[CH:28]=[CH:27][CH:26]=[CH:25][C:24]=1[S:29](Cl)(=[O:31])=[O:30])([O-:22])=[O:21]. Product: [N+:20]([C:23]1[CH:28]=[CH:27][CH:26]=[CH:25][C:24]=1[S:29]([NH:1][C@@H:2]1[CH2:7][CH2:6][CH2:5][C@H:4]([C:8]([O:10][CH2:11][CH3:12])=[O:9])[CH2:3]1)(=[O:31])=[O:30])([O-:22])=[O:21]. The catalyst class is: 4. (2) Reactant: [F:1][C:2]1[CH:7]=[C:6]([N+:8]([O-:10])=[O:9])[CH:5]=[CH:4][C:3]=1[N:11]1[CH2:16][CH2:15][CH:14]([C:17]([O:19]C)=O)[CH2:13][CH2:12]1.[NH2:21][NH2:22].O. Product: [F:1][C:2]1[CH:7]=[C:6]([N+:8]([O-:10])=[O:9])[CH:5]=[CH:4][C:3]=1[N:11]1[CH2:16][CH2:15][CH:14]([C:17]([NH:21][NH2:22])=[O:19])[CH2:13][CH2:12]1. The catalyst class is: 8. (3) Reactant: [C:9](O[C:9]([O:11][C:12]([CH3:15])([CH3:14])[CH3:13])=[O:10])([O:11][C:12]([CH3:15])([CH3:14])[CH3:13])=[O:10].[CH2:16]([N:23]1[CH2:30][CH:29]2[CH2:31][CH:25]([CH2:26][NH:27][CH2:28]2)[CH2:24]1)[C:17]1[CH:22]=[CH:21][CH:20]=[CH:19][CH:18]=1. The catalyst class is: 1. Product: [CH2:16]([N:23]1[CH2:24][CH:25]2[CH2:31][CH:29]([CH2:28][N:27]([C:9]([O:11][C:12]([CH3:13])([CH3:14])[CH3:15])=[O:10])[CH2:26]2)[CH2:30]1)[C:17]1[CH:22]=[CH:21][CH:20]=[CH:19][CH:18]=1. (4) Reactant: [NH2:1][C:2]1[N:7]([CH2:8][CH2:9][CH2:10][CH3:11])[C:6](=[O:12])[N:5]([CH2:13][C:14]2[CH:19]=[CH:18][CH:17]=[CH:16][C:15]=2[F:20])[C:4](=[O:21])[C:3]=1[NH:22][C:23]([CH2:25][C:26]1[CH:31]=[CH:30][C:29]([NH:32][C:33]([C:35]2[N:36]=[CH:37][N:38]([C:40]([C:53]3[CH:58]=[CH:57][CH:56]=[CH:55][CH:54]=3)([C:47]3[CH:52]=[CH:51][CH:50]=[CH:49][CH:48]=3)[C:41]3[CH:46]=[CH:45][CH:44]=[CH:43][CH:42]=3)[CH:39]=2)=[O:34])=[CH:28][CH:27]=1)=O.[OH-].[Na+].Cl. Product: [CH2:8]([N:7]1[C:2]2[N:1]=[C:23]([CH2:25][C:26]3[CH:27]=[CH:28][C:29]([NH:32][C:33]([C:35]4[N:36]=[CH:37][N:38]([C:40]([C:47]5[CH:52]=[CH:51][CH:50]=[CH:49][CH:48]=5)([C:41]5[CH:46]=[CH:45][CH:44]=[CH:43][CH:42]=5)[C:53]5[CH:54]=[CH:55][CH:56]=[CH:57][CH:58]=5)[CH:39]=4)=[O:34])=[CH:30][CH:31]=3)[NH:22][C:3]=2[C:4](=[O:21])[N:5]([CH2:13][C:14]2[CH:19]=[CH:18][CH:17]=[CH:16][C:15]=2[F:20])[C:6]1=[O:12])[CH2:9][CH2:10][CH3:11]. The catalyst class is: 5.